The task is: Regression. Given two drug SMILES strings and cell line genomic features, predict the synergy score measuring deviation from expected non-interaction effect.. This data is from NCI-60 drug combinations with 297,098 pairs across 59 cell lines. (1) Synergy scores: CSS=24.6, Synergy_ZIP=-5.21, Synergy_Bliss=-3.44, Synergy_Loewe=-14.9, Synergy_HSA=-2.26. Drug 1: CC12CCC3C(C1CCC2=O)CC(=C)C4=CC(=O)C=CC34C. Drug 2: CC1=C2C(C(=O)C3(C(CC4C(C3C(C(C2(C)C)(CC1OC(=O)C(C(C5=CC=CC=C5)NC(=O)C6=CC=CC=C6)O)O)OC(=O)C7=CC=CC=C7)(CO4)OC(=O)C)O)C)OC(=O)C. Cell line: HOP-92. (2) Drug 1: C1CNP(=O)(OC1)N(CCCl)CCCl. Cell line: NCI-H522. Synergy scores: CSS=-4.59, Synergy_ZIP=1.04, Synergy_Bliss=-1.68, Synergy_Loewe=-2.72, Synergy_HSA=-4.58. Drug 2: C1C(C(OC1N2C=NC3=C2NC=NCC3O)CO)O. (3) Drug 1: C1=NC2=C(N1)C(=S)N=C(N2)N. Drug 2: CC1C(C(CC(O1)OC2CC(CC3=C2C(=C4C(=C3O)C(=O)C5=CC=CC=C5C4=O)O)(C(=O)C)O)N)O. Cell line: OVCAR3. Synergy scores: CSS=61.5, Synergy_ZIP=-6.90, Synergy_Bliss=-10.5, Synergy_Loewe=-10.8, Synergy_HSA=-8.89. (4) Drug 1: C1=C(C(=O)NC(=O)N1)N(CCCl)CCCl. Cell line: OVCAR-4. Synergy scores: CSS=4.56, Synergy_ZIP=-1.14, Synergy_Bliss=1.10, Synergy_Loewe=-0.978, Synergy_HSA=0.0877. Drug 2: C1CN(CCN1C(=O)CCBr)C(=O)CCBr.